Regression. Given two drug SMILES strings and cell line genomic features, predict the synergy score measuring deviation from expected non-interaction effect. From a dataset of NCI-60 drug combinations with 297,098 pairs across 59 cell lines. (1) Drug 1: C1=CC(=C2C(=C1NCCNCCO)C(=O)C3=C(C=CC(=C3C2=O)O)O)NCCNCCO. Drug 2: CCC1=C2CN3C(=CC4=C(C3=O)COC(=O)C4(CC)O)C2=NC5=C1C=C(C=C5)O. Cell line: SF-268. Synergy scores: CSS=47.9, Synergy_ZIP=-7.43, Synergy_Bliss=-8.40, Synergy_Loewe=-7.23, Synergy_HSA=-2.80. (2) Drug 1: C1CCN(CC1)CCOC2=CC=C(C=C2)C(=O)C3=C(SC4=C3C=CC(=C4)O)C5=CC=C(C=C5)O. Drug 2: C1=CC(=CC=C1CCC2=CNC3=C2C(=O)NC(=N3)N)C(=O)NC(CCC(=O)O)C(=O)O. Cell line: SK-MEL-2. Synergy scores: CSS=6.31, Synergy_ZIP=-2.37, Synergy_Bliss=0.271, Synergy_Loewe=-5.40, Synergy_HSA=-1.69. (3) Synergy scores: CSS=19.9, Synergy_ZIP=-8.58, Synergy_Bliss=5.42, Synergy_Loewe=-17.0, Synergy_HSA=-0.953. Drug 1: C1CN1P(=S)(N2CC2)N3CC3. Cell line: TK-10. Drug 2: C1=NC(=NC(=O)N1C2C(C(C(O2)CO)O)O)N. (4) Drug 1: CCN(CC)CCNC(=O)C1=C(NC(=C1C)C=C2C3=C(C=CC(=C3)F)NC2=O)C. Drug 2: C1C(C(OC1N2C=NC3=C2NC=NCC3O)CO)O. Cell line: UACC-257. Synergy scores: CSS=3.78, Synergy_ZIP=0.388, Synergy_Bliss=1.73, Synergy_Loewe=-2.31, Synergy_HSA=-1.41. (5) Drug 1: CC1=CC2C(CCC3(C2CCC3(C(=O)C)OC(=O)C)C)C4(C1=CC(=O)CC4)C. Drug 2: C1=CN(C=N1)CC(O)(P(=O)(O)O)P(=O)(O)O. Cell line: PC-3. Synergy scores: CSS=21.2, Synergy_ZIP=15.4, Synergy_Bliss=21.5, Synergy_Loewe=19.4, Synergy_HSA=18.4.